Dataset: Peptide-MHC class I binding affinity with 185,985 pairs from IEDB/IMGT. Task: Regression. Given a peptide amino acid sequence and an MHC pseudo amino acid sequence, predict their binding affinity value. This is MHC class I binding data. (1) The peptide sequence is TPKKNCIAI. The MHC is HLA-B54:01 with pseudo-sequence HLA-B54:01. The binding affinity (normalized) is 0.217. (2) The peptide sequence is FDERRNRYL. The binding affinity (normalized) is 0.0847. The MHC is HLA-B08:01 with pseudo-sequence HLA-B08:01.